From a dataset of Peptide-MHC class II binding affinity with 134,281 pairs from IEDB. Regression. Given a peptide amino acid sequence and an MHC pseudo amino acid sequence, predict their binding affinity value. This is MHC class II binding data. (1) The peptide sequence is GVDYTITVYAVTYYK. The MHC is HLA-DQA10501-DQB10201 with pseudo-sequence HLA-DQA10501-DQB10201. The binding affinity (normalized) is 0.417. (2) The peptide sequence is IKLPIILAFATCFLIP. The MHC is DRB1_0301 with pseudo-sequence DRB1_0301. The binding affinity (normalized) is 0. (3) The peptide sequence is EKKYFAATQFEPNAA. The MHC is HLA-DQA10501-DQB10201 with pseudo-sequence HLA-DQA10501-DQB10201. The binding affinity (normalized) is 0.346. (4) The peptide sequence is FTVQKGSDPKKLVLN. The MHC is HLA-DQA10501-DQB10301 with pseudo-sequence HLA-DQA10501-DQB10301. The binding affinity (normalized) is 0.423. (5) The peptide sequence is AFKVAATFANAAPAN. The MHC is DRB1_0701 with pseudo-sequence DRB1_0701. The binding affinity (normalized) is 0.688.